This data is from Full USPTO retrosynthesis dataset with 1.9M reactions from patents (1976-2016). The task is: Predict the reactants needed to synthesize the given product. (1) Given the product [CH3:36][N:37]1[CH2:42][CH2:41][N:40]([C:23]2[C:13]3[N:14]=[C:15]([C:17]4[CH:18]=[CH:19][N:20]=[CH:21][CH:22]=4)[N:16]=[C:11]([NH:10][CH2:9][C@H:8]([NH2:7])[CH2:28][C:29]4[CH:34]=[CH:33][CH:32]=[CH:31][CH:30]=4)[C:12]=3[CH:26]=[CH:25][N:24]=2)[CH2:39][CH2:38]1, predict the reactants needed to synthesize it. The reactants are: C(OC(=O)[NH:7][C@@H:8]([CH2:28][C:29]1[CH:34]=[CH:33][CH:32]=[CH:31][CH:30]=1)[CH2:9][NH:10][C:11]1[C:12]2[CH:26]=[CH:25][N:24]=[C:23](Cl)[C:13]=2[N:14]=[C:15]([C:17]2[CH:22]=[CH:21][N:20]=[CH:19][CH:18]=2)[N:16]=1)(C)(C)C.[CH3:36][N:37]1[CH2:42][CH2:41][NH:40][CH2:39][CH2:38]1. (2) Given the product [F:28][C:2]([F:1])([F:27])[C:3]1[N:7]2[N:8]=[C:9]([O:16][CH2:17][C:18]3[N:23]=[C:22]([C:24](=[O:26])[CH3:25])[CH:21]=[CH:20][CH:19]=3)[C:10]3[C:15]([C:6]2=[N:5][N:4]=1)=[CH:14][CH:13]=[CH:12][CH:11]=3, predict the reactants needed to synthesize it. The reactants are: [F:1][C:2]([F:28])([F:27])[C:3]1[N:7]2[N:8]=[C:9]([O:16][CH2:17][C:18]3[N:23]=[C:22]([CH:24]([OH:26])[CH3:25])[CH:21]=[CH:20][CH:19]=3)[C:10]3[C:15]([C:6]2=[N:5][N:4]=1)=[CH:14][CH:13]=[CH:12][CH:11]=3.CC(OI1(OC(C)=O)(OC(C)=O)OC(=O)C2C=CC=CC1=2)=O. (3) Given the product [CH2:3]([O:5][C:6](=[O:35])[CH2:7][C:8]1[CH:13]=[CH:12][C:11]([O:14][CH3:15])=[C:10]([C:16]2[C:17]([CH2:26][N:27]([CH2:28][C:29]3[CH:30]=[CH:31][CH:32]=[CH:33][CH:34]=3)[C:39]([CH:36]3[CH2:38][CH2:37]3)=[O:40])=[N:18][C:19]3[C:24]([CH:25]=2)=[CH:23][CH:22]=[CH:21][CH:20]=3)[CH:9]=1)[CH3:4], predict the reactants needed to synthesize it. The reactants are: Cl.Cl.[CH2:3]([O:5][C:6](=[O:35])[CH2:7][C:8]1[CH:13]=[CH:12][C:11]([O:14][CH3:15])=[C:10]([C:16]2[C:17]([CH2:26][NH:27][CH2:28][C:29]3[CH:34]=[CH:33][CH:32]=[CH:31][CH:30]=3)=[N:18][C:19]3[C:24]([CH:25]=2)=[CH:23][CH:22]=[CH:21][CH:20]=3)[CH:9]=1)[CH3:4].[CH:36]1([C:39](Cl)=[O:40])[CH2:38][CH2:37]1. (4) The reactants are: [CH2:1]([S:3][C:4]1[C:5]([C:14]2[N:26]([CH3:27])[C:17]3=[N:18][CH:19]=[C:20]([C:22]([F:25])([F:24])[F:23])[CH:21]=[C:16]3[N:15]=2)=[N:6][CH:7]=[C:8]([C:10]([F:13])([F:12])[F:11])[CH:9]=1)[CH3:2].[N:28]#[C:29][NH2:30].C(O)(=O)C.C(O)(=O)C.IC1C=CC=CC=1.OS([O-])=O.[Na+]. Given the product [CH2:1]([S:3](=[N:30][C:29]#[N:28])[C:4]1[C:5]([C:14]2[N:26]([CH3:27])[C:17]3=[N:18][CH:19]=[C:20]([C:22]([F:25])([F:23])[F:24])[CH:21]=[C:16]3[N:15]=2)=[N:6][CH:7]=[C:8]([C:10]([F:11])([F:12])[F:13])[CH:9]=1)[CH3:2], predict the reactants needed to synthesize it.